From a dataset of Serine/threonine kinase 33 screen with 319,792 compounds. Binary Classification. Given a drug SMILES string, predict its activity (active/inactive) in a high-throughput screening assay against a specified biological target. (1) The drug is O=c1n(CC(C)C)cc(c2c1n(c1c2cccc1)C)C(=O)NCCCOCC. The result is 0 (inactive). (2) The compound is Fc1ccc(c2[nH]ncc2/C=C(\c2[nH]c3c(n2)ccc(c3)C)C#N)cc1. The result is 0 (inactive). (3) The drug is Fc1ccc(c2c3n(nc2CC)c(NCCCO)cc(n3)C)cc1. The result is 0 (inactive). (4) The molecule is s1c(Nc2c(cc(cc2)C)C)nnc1SCC(=O)Nc1c(ccc(c1)C(O)=O)C. The result is 0 (inactive). (5) The molecule is O=C1N(C(C2C1C(CC=C2)C)c1c(OC)ccc(c1)c1ccc(cc1)C)Cc1ccccc1. The result is 0 (inactive). (6) The molecule is s1c2c(cc1C(=O)NCCCN1CCN(CC1)C)c(=O)n(c1c2cccc1)C. The result is 0 (inactive). (7) The molecule is O=C(NC1CCN(CC1)Cc1ccccc1)c1ccc(C(C)(C)C)cc1. The result is 0 (inactive).